From a dataset of Catalyst prediction with 721,799 reactions and 888 catalyst types from USPTO. Predict which catalyst facilitates the given reaction. (1) Reactant: [S:1]1[C:5]2[CH2:6][CH2:7][CH2:8][O:9][C:4]=2[N:3]=[C:2]1[C:10]1[CH:35]=[CH:34][C:13]([O:14][CH2:15][CH2:16][CH2:17][S:18][C:19]2[CH:20]=[C:21]3[C:25](=[CH:26][CH:27]=2)[C@H:24]([CH2:28][C:29]([O:31]CC)=[O:30])[CH2:23][CH2:22]3)=[C:12]([CH2:36][CH2:37][CH3:38])[CH:11]=1.C(O)C.[Li+].[OH-].Cl. Product: [S:1]1[C:5]2[CH2:6][CH2:7][CH2:8][O:9][C:4]=2[N:3]=[C:2]1[C:10]1[CH:35]=[CH:34][C:13]([O:14][CH2:15][CH2:16][CH2:17][S:18][C:19]2[CH:20]=[C:21]3[C:25](=[CH:26][CH:27]=2)[C@H:24]([CH2:28][C:29]([OH:31])=[O:30])[CH2:23][CH2:22]3)=[C:12]([CH2:36][CH2:37][CH3:38])[CH:11]=1. The catalyst class is: 20. (2) Reactant: [Cl:1][C:2]1[C:11]([N+:12]([O-:14])=[O:13])=[C:10](Cl)[C:9]2[C:4](=[CH:5][CH:6]=[CH:7][CH:8]=2)[N:3]=1.C(N(CC)CC)C.[CH3:23][C@@H:24]([NH2:31])[C:25]1[CH:30]=[CH:29][CH:28]=[CH:27][CH:26]=1. Product: [Cl:1][C:2]1[C:11]([N+:12]([O-:14])=[O:13])=[C:10]([NH:31][C@@H:24]([C:25]2[CH:30]=[CH:29][CH:28]=[CH:27][CH:26]=2)[CH3:23])[C:9]2[C:4](=[CH:5][CH:6]=[CH:7][CH:8]=2)[N:3]=1. The catalyst class is: 3. (3) Reactant: C[O:2][C:3](=O)[CH2:4][C:5]([C:7]1[CH:12]=[C:11]([Br:13])[CH:10]=[CH:9][C:8]=1[O:14][CH3:15])=O.Cl.[NH2:18][C:19]([NH2:21])=[NH:20].[O-]CC.[Na+]. Product: [NH2:20][C:19]1[NH:21][C:3](=[O:2])[CH:4]=[C:5]([C:7]2[CH:12]=[C:11]([Br:13])[CH:10]=[CH:9][C:8]=2[O:14][CH3:15])[N:18]=1. The catalyst class is: 40. (4) Reactant: P(Cl)(Cl)([Cl:3])=O.[CH2:6]([O:8][C:9]([C:11]1[CH:20]=[C:19]2[C:14]([CH:15]=[CH:16][CH:17]=[N+:18]2[O-])=[CH:13][CH:12]=1)=[O:10])[CH3:7].O.[OH-].[K+]. Product: [Cl:3][C:17]1[CH:16]=[CH:15][C:14]2[C:19](=[CH:20][C:11]([C:9]([O:8][CH2:6][CH3:7])=[O:10])=[CH:12][CH:13]=2)[N:18]=1. The catalyst class is: 4. (5) Reactant: C(OC([N:6]1[CH2:24][CH2:23][C@:13]23[C:14]4[C:15]5[O:22][C@H:12]2[C:11](=[O:25])[CH2:10][CH2:9][C@@:8]3([OH:26])[C@H:7]1[CH2:20][C:19]=4[CH:18]=[CH:17][C:16]=5[OH:21])=O)C.S(=O)(=O)(O)O. Product: [O:22]1[C@@H:12]2[C@@:13]34[CH2:23][CH2:24][NH:6][C@@H:7]([C@:8]3([OH:26])[CH2:9][CH2:10][C:11]2=[O:25])[CH2:20][C:19]2=[C:14]4[C:15]1=[C:16]([OH:21])[CH:17]=[CH:18]2. The catalyst class is: 6. (6) Reactant: [Cl:1][CH2:2][CH2:3][CH2:4][N:5]1[CH2:10][C:9](=O)[C:8]2[N:12]([CH3:15])[CH:13]=[CH:14][C:7]=2[S:6]1(=[O:17])=[O:16].Cl.[NH2:19][OH:20].C([O-])(=O)C.[K+]. Product: [Cl:1][CH2:2][CH2:3][CH2:4][N:5]1[CH2:10][C:9](=[N:19][OH:20])[C:8]2[N:12]([CH3:15])[CH:13]=[CH:14][C:7]=2[S:6]1(=[O:17])=[O:16]. The catalyst class is: 5. (7) Reactant: O=[C:2]1[NH:6][C:5]2[CH:7]=[C:8]([C:11]([O:13][CH3:14])=[O:12])[CH:9]=[CH:10][C:4]=2[NH:3]1.P(Cl)(Cl)([Cl:17])=O. Product: [Cl:17][C:2]1[NH:6][C:5]2[CH:7]=[C:8]([C:11]([O:13][CH3:14])=[O:12])[CH:9]=[CH:10][C:4]=2[N:3]=1. The catalyst class is: 6. (8) Reactant: [CH3:1][C:2]1[C:10]([NH:11][C:12]([C:14]2[CH:15]=[N:16][N:17]3[CH:22]=[C:21]([C:23]4[CH:24]=[N:25][N:26]([CH3:28])[CH:27]=4)[CH:20]=[CH:19][C:18]=23)=[O:13])=[CH:9][C:5]([C:6]([OH:8])=O)=[CH:4][N:3]=1.[CH3:29][C:30]1([CH3:38])[CH2:34][CH2:33][CH2:32][N:31]1[CH2:35][CH2:36][NH2:37].CCN(C(C)C)C(C)C.CN(C(ON1N=NC2C=CC=NC1=2)=[N+](C)C)C.F[P-](F)(F)(F)(F)F. Product: [CH3:29][C:30]1([CH3:38])[CH2:34][CH2:33][CH2:32][N:31]1[CH2:35][CH2:36][NH:37][C:6]([C:5]1[CH:9]=[C:10]([NH:11][C:12]([C:14]2[CH:15]=[N:16][N:17]3[CH:22]=[C:21]([C:23]4[CH:24]=[N:25][N:26]([CH3:28])[CH:27]=4)[CH:20]=[CH:19][C:18]=23)=[O:13])[C:2]([CH3:1])=[N:3][CH:4]=1)=[O:8]. The catalyst class is: 3. (9) Reactant: [C:1]([O:5][C:6]([N:8]1[CH2:13][CH2:12][NH:11][CH:10]([CH2:14][C:15]([O:17][CH2:18][C:19]([C:21]2[CH:26]=[CH:25][C:24]([F:27])=[CH:23][CH:22]=2)=[O:20])=[O:16])[CH2:9]1)=[O:7])([CH3:4])([CH3:3])[CH3:2].CN(C(ON1N=NC2C=CC=NC1=2)=[N+](C)C)C.F[P-](F)(F)(F)(F)F.C(N(C(C)C)CC)(C)C.[F:61][C:62]1[CH:67]=[CH:66][C:65]([C:68]2[S:72][C:71]([CH3:73])=[N:70][C:69]=2[C:74](O)=[O:75])=[CH:64][CH:63]=1. Product: [C:1]([O:5][C:6]([N:8]1[CH2:13][CH2:12][N:11]([C:74]([C:69]2[N:70]=[C:71]([CH3:73])[S:72][C:68]=2[C:65]2[CH:66]=[CH:67][C:62]([F:61])=[CH:63][CH:64]=2)=[O:75])[CH:10]([CH2:14][C:15]([O:17][CH2:18][C:19]([C:21]2[CH:22]=[CH:23][C:24]([F:27])=[CH:25][CH:26]=2)=[O:20])=[O:16])[CH2:9]1)=[O:7])([CH3:4])([CH3:2])[CH3:3]. The catalyst class is: 3. (10) Reactant: [CH3:1][S:2][CH2:3][C:4]([NH:6][C:7]1[CH:12]=[CH:11][CH:10]=[C:9]([C:13]2[C:22]3[C:17](=[CH:18][C:19]([O:28][CH3:29])=[C:20]4[O:25][C:24]([CH3:27])([CH3:26])[CH2:23][C:21]4=3)[CH2:16][C:15]([CH3:31])([CH3:30])[N:14]=2)[CH:8]=1)=[O:5].I([O-])(=O)(=O)=[O:33].[Na+].[OH2:38]. Product: [CH3:1][S:2]([CH2:3][C:4]([NH:6][C:7]1[CH:12]=[CH:11][CH:10]=[C:9]([C:13]2[C:22]3[C:17](=[CH:18][C:19]([O:28][CH3:29])=[C:20]4[O:25][C:24]([CH3:26])([CH3:27])[CH2:23][C:21]4=3)[CH2:16][C:15]([CH3:31])([CH3:30])[N:14]=2)[CH:8]=1)=[O:5])(=[O:33])=[O:38]. The catalyst class is: 5.